From a dataset of Catalyst prediction with 721,799 reactions and 888 catalyst types from USPTO. Predict which catalyst facilitates the given reaction. (1) Reactant: C([O:3][C:4](=[O:19])[C:5]1[CH:10]=[C:9]([C:11]#[C:12][C:13]2[CH:18]=[CH:17][CH:16]=[CH:15][CH:14]=2)[CH:8]=[N:7][CH:6]=1)C.[OH-].[Na+]. Product: [C:13]1([C:12]#[C:11][C:9]2[CH:8]=[N:7][CH:6]=[C:5]([CH:10]=2)[C:4]([OH:19])=[O:3])[CH:14]=[CH:15][CH:16]=[CH:17][CH:18]=1. The catalyst class is: 24. (2) Reactant: C[O:2][C:3]1[N:8]=[C:7](S(C)(=O)=O)[N:6]=[C:5]([C:13]2[CH:29]=[CH:28][C:16]3[NH:17][C:18]([NH:20][C:21]([C:23]4[S:24][CH:25]=[CH:26][CH:27]=4)=[O:22])=[N:19][C:15]=3[CH:14]=2)[CH:4]=1.[NH2:30][CH2:31][CH2:32][CH2:33][N:34]1[CH2:38][CH2:37][CH2:36][C:35]1=[O:39]. Product: [O:2]=[C:3]1[NH:8][C:7]([NH:30][CH2:31][CH2:32][CH2:33][N:34]2[CH2:38][CH2:37][CH2:36][C:35]2=[O:39])=[N:6][C:5]([C:13]2[CH:29]=[CH:28][C:16]3[NH:17][C:18]([NH:20][C:21]([C:23]4[S:24][CH:25]=[CH:26][CH:27]=4)=[O:22])=[N:19][C:15]=3[CH:14]=2)=[CH:4]1. The catalyst class is: 6.